This data is from Forward reaction prediction with 1.9M reactions from USPTO patents (1976-2016). The task is: Predict the product of the given reaction. (1) The product is: [C:21]([N:9]1[C:10]2[C:6](=[CH:5][C:4]([C:1](=[O:3])[CH3:2])=[CH:12][CH:11]=2)[C:7](=[C:18]([O:17][CH3:14])[CH3:19])[C:8]1=[O:13])(=[O:23])[CH3:22]. Given the reactants [C:1]([C:4]1[CH:5]=[C:6]2[C:10](=[CH:11][CH:12]=1)[NH:9][C:8](=[O:13])[CH2:7]2)(=[O:3])[CH3:2].[C:14]([O:17][C:18](=O)[CH3:19])(=O)C.[C:21](OC)(OC)([O:23]C)[CH3:22], predict the reaction product. (2) Given the reactants C[O:2][C:3](=[O:30])[C:4]1[CH:9]=[CH:8][CH:7]=[C:6]([CH2:10][C:11]2[CH:16]=[CH:15][C:14]([CH2:17][NH:18][C:19]3[CH:24]=[CH:23][C:22]([C:25](=[O:27])[CH3:26])=[C:21]([OH:28])[C:20]=3[CH3:29])=[CH:13][CH:12]=2)[CH:5]=1.O[Li].O, predict the reaction product. The product is: [C:25]([C:22]1[CH:23]=[CH:24][C:19]([NH:18][CH2:17][C:14]2[CH:15]=[CH:16][C:11]([CH2:10][C:6]3[CH:5]=[C:4]([CH:9]=[CH:8][CH:7]=3)[C:3]([OH:30])=[O:2])=[CH:12][CH:13]=2)=[C:20]([CH3:29])[C:21]=1[OH:28])(=[O:27])[CH3:26]. (3) Given the reactants C[O:2][C:3]([C:5]12[CH2:14][CH:9]3[S:10][CH:11]([S:13][CH:7]([S:8]3)[CH2:6]1)[CH2:12]2)=O.C1(C)C=CC=CC=1.[H-].C([Al+]CC(C)C)C(C)C, predict the reaction product. The product is: [OH:2][CH2:3][C:5]12[CH2:12][CH:11]3[S:10][CH:9]([S:8][CH:7]([S:13]3)[CH2:6]1)[CH2:14]2. (4) Given the reactants Br[C:2]1[CH:8]=[C:7]([F:9])[C:5]([NH2:6])=[C:4]([F:10])[CH:3]=1.[CH2:11]([O:14][C:15]1[CH:16]=[C:17](B(O)O)[CH:18]=[CH:19][CH:20]=1)[CH2:12][CH3:13], predict the reaction product. The product is: [F:10][C:4]1[CH:3]=[C:2]([C:19]2[CH:18]=[CH:17][CH:16]=[C:15]([O:14][CH2:11][CH2:12][CH3:13])[CH:20]=2)[CH:8]=[C:7]([F:9])[C:5]=1[NH2:6]. (5) Given the reactants C(OC(=O)[NH:7][CH:8]1[CH2:12][CH2:11][N:10]([S:13]([CH3:16])(=[O:15])=[O:14])[CH2:9]1)(C)(C)C.CO.[ClH:20], predict the reaction product. The product is: [ClH:20].[CH3:16][S:13]([N:10]1[CH2:11][CH2:12][CH:8]([NH2:7])[CH2:9]1)(=[O:15])=[O:14]. (6) Given the reactants [OH:1][C:2]1[CH:10]=[CH:9][C:5]([C:6](O)=[O:7])=[CH:4][C:3]=1[O:11][C:12]([F:15])([F:14])[F:13].F[P-](F)(F)(F)(F)F.[N:23]1(O[P+](N(C)C)(N(C)C)N(C)C)C2C=CC=CC=2N=N1.O.OC1C2N=NNC=2C=CC=1.C(N(C(C)C)CC)(C)C.[Cl-].[NH4+], predict the reaction product. The product is: [OH:1][C:2]1[CH:10]=[CH:9][C:5]([C:6]([NH2:23])=[O:7])=[CH:4][C:3]=1[O:11][C:12]([F:15])([F:14])[F:13]. (7) Given the reactants Cl.[NH2:2][C@H:3]([CH2:10][C:11]1[CH:16]=[CH:15][C:14]([C:17]2[CH:22]=[CH:21][CH:20]=[C:19]([Cl:23])[CH:18]=2)=[CH:13][CH:12]=1)[CH2:4][C:5]([O:7][CH2:8][CH3:9])=[O:6].[C:24]1(=[O:30])[O:29][C:27](=[O:28])[CH2:26][CH2:25]1.CCN(C(C)C)C(C)C, predict the reaction product. The product is: [Cl:23][C:19]1[CH:18]=[C:17]([C:14]2[CH:15]=[CH:16][C:11]([CH2:10][C@@H:3]([NH:2][C:24](=[O:30])[CH2:25][CH2:26][C:27]([OH:29])=[O:28])[CH2:4][C:5]([O:7][CH2:8][CH3:9])=[O:6])=[CH:12][CH:13]=2)[CH:22]=[CH:21][CH:20]=1. (8) Given the reactants [F:1][C:2]1[CH:10]=[C:9]2[C:5]([C:6]([C:12]3[N:13]=[C:14]4[C:20]([C:21]([OH:23])=O)=[CH:19][NH:18][C:15]4=[N:16][CH:17]=3)=[N:7][N:8]2[CH3:11])=[CH:4][CH:3]=1.CCN(C(C)C)C(C)C.CCN=C=NCCCN(C)C.[NH2:44][C:45]([CH3:57])([CH3:56])[CH2:46][CH2:47][NH:48][C:49](=[O:55])[O:50][C:51]([CH3:54])([CH3:53])[CH3:52], predict the reaction product. The product is: [F:1][C:2]1[CH:10]=[C:9]2[C:5]([C:6]([C:12]3[N:13]=[C:14]4[C:20]([C:21]([NH:44][C:45]([CH3:57])([CH3:56])[CH2:46][CH2:47][NH:48][C:49](=[O:55])[O:50][C:51]([CH3:53])([CH3:52])[CH3:54])=[O:23])=[CH:19][NH:18][C:15]4=[N:16][CH:17]=3)=[N:7][N:8]2[CH3:11])=[CH:4][CH:3]=1.